The task is: Predict the product of the given reaction.. This data is from Forward reaction prediction with 1.9M reactions from USPTO patents (1976-2016). (1) Given the reactants [CH3:1][C:2]1[C:7]([CH2:8][NH:9][C:10]([C:12]2[N:13]=[N:14][N:15]([CH2:17][C:18]3[CH:19]=[C:20]4[C:25](=[CH:26][CH:27]=3)[N:24]=[C:23]([CH3:28])[CH:22]=[CH:21]4)[CH:16]=2)=[O:11])=[C:6]([CH3:29])[N:5]=[C:4]([NH:30]C(=O)OC(C)(C)C)[CH:3]=1.C(O)(C(F)(F)F)=O, predict the reaction product. The product is: [NH2:30][C:4]1[N:5]=[C:6]([CH3:29])[C:7]([CH2:8][NH:9][C:10]([C:12]2[N:13]=[N:14][N:15]([CH2:17][C:18]3[CH:19]=[C:20]4[C:25](=[CH:26][CH:27]=3)[N:24]=[C:23]([CH3:28])[CH:22]=[CH:21]4)[CH:16]=2)=[O:11])=[C:2]([CH3:1])[CH:3]=1. (2) Given the reactants [C:1]([O:9][CH2:10][CH3:11])(=[O:8])[CH2:2][C:3]([O:5][CH2:6][CH3:7])=O.[H-].[Na+].ClCC(Cl)=[O:17].[NH:19]1[CH2:24][CH2:23][CH2:22][CH2:21][CH2:20]1, predict the reaction product. The product is: [O:17]=[C:7]1[CH2:6][O:5][C:3]([N:19]2[CH2:24][CH2:23][CH2:22][CH2:21][CH2:20]2)=[C:2]1[C:1]([O:9][CH2:10][CH3:11])=[O:8].